Dataset: Peptide-MHC class II binding affinity with 134,281 pairs from IEDB. Task: Regression. Given a peptide amino acid sequence and an MHC pseudo amino acid sequence, predict their binding affinity value. This is MHC class II binding data. (1) The peptide sequence is VLEWRFDSRLAFHHV. The MHC is DRB1_1101 with pseudo-sequence DRB1_1101. The binding affinity (normalized) is 0.516. (2) The peptide sequence is DIYNYMEPYVSKVDP. The MHC is DRB1_0701 with pseudo-sequence DRB1_0701. The binding affinity (normalized) is 0.0700. (3) The peptide sequence is KDGRRIVVPCREQDE. The MHC is HLA-DQA10601-DQB10402 with pseudo-sequence HLA-DQA10601-DQB10402. The binding affinity (normalized) is 0.